Dataset: Forward reaction prediction with 1.9M reactions from USPTO patents (1976-2016). Task: Predict the product of the given reaction. Given the reactants C([O:3][C:4](=[O:21])[C:5]1[CH:10]=[CH:9][CH:8]=[N:7][C:6]=1[O:11][C:12]1[CH:20]=[CH:19][C:15]2=[N:16][S:17][N:18]=[C:14]2[CH:13]=1)C.Cl, predict the reaction product. The product is: [N:16]1[S:17][N:18]=[C:14]2[CH:13]=[C:12]([O:11][C:6]3[N:7]=[CH:8][CH:9]=[CH:10][C:5]=3[C:4]([OH:21])=[O:3])[CH:20]=[CH:19][C:15]=12.